Dataset: Forward reaction prediction with 1.9M reactions from USPTO patents (1976-2016). Task: Predict the product of the given reaction. (1) The product is: [CH3:1][C:2]1[CH:6]=[C:5]([C:7]2[CH:12]=[CH:11][C:10]([C:13]([F:16])([F:15])[F:14])=[CH:9][N:8]=2)[S:4][C:3]=1[CH2:17][OH:18]. Given the reactants [CH3:1][C:2]1[CH:6]=[C:5]([C:7]2[CH:12]=[CH:11][C:10]([C:13]([F:16])([F:15])[F:14])=[CH:9][N:8]=2)[S:4][C:3]=1[CH:17]=[O:18].[BH4-].[Na+], predict the reaction product. (2) Given the reactants OC[C@@H](NC(C1C=NC(N2CCCC2)=C(OCCC)N=1)=O)CC(C)C.[CH:26]1([NH:32][C:33]2[N:34]=[CH:35][C:36]([C:45](O)=[O:46])=[N:37][C:38]=2[O:39][CH2:40][C:41]([F:44])([F:43])[F:42])[CH2:31][CH2:30][CH2:29][CH2:28][CH2:27]1.[CH3:48][O:49][C:50](=[O:57])[C:51]([NH2:56])([CH2:54][CH3:55])[CH2:52][CH3:53], predict the reaction product. The product is: [CH3:48][O:49][C:50](=[O:57])[C:51]([NH:56][C:45]([C:36]1[CH:35]=[N:34][C:33]([NH:32][CH:26]2[CH2:31][CH2:30][CH2:29][CH2:28][CH2:27]2)=[C:38]([O:39][CH2:40][C:41]([F:43])([F:44])[F:42])[N:37]=1)=[O:46])([CH2:54][CH3:55])[CH2:52][CH3:53]. (3) Given the reactants [Cl:1][C:2]1[S:6][C:5]([S:7]([NH2:10])(=[O:9])=[O:8])=[CH:4][CH:3]=1.[NH2:11][C:12]1[CH:17]=[CH:16][C:15]([N:18]2[C:22](=[O:23])[C:21]3[CH:24]=[C:25]([Cl:28])[CH:26]=[CH:27][C:20]=3[C:19]2=[O:29])=[C:14]([CH3:30])[CH:13]=1.[C:31](Cl)(=[O:35])[C:32](Cl)=[O:33], predict the reaction product. The product is: [Cl:1][C:2]1[S:6][C:5]([S:7]([NH:10][C:31](=[O:35])[C:32]([NH:11][C:12]2[CH:17]=[CH:16][C:15]([N:18]3[C:22](=[O:23])[C:21]4[CH:24]=[C:25]([Cl:28])[CH:26]=[CH:27][C:20]=4[C:19]3=[O:29])=[C:14]([CH3:30])[CH:13]=2)=[O:33])(=[O:9])=[O:8])=[CH:4][CH:3]=1. (4) Given the reactants [N:1]1[CH:6]=[CH:5][CH:4]=[C:3]([C:7]2[C:15]3[O:14][CH:13]([CH2:16][NH2:17])[CH2:12][C:11]=3[CH:10]=[CH:9][CH:8]=2)[CH:2]=1.C(N(C(C)C)CC)(C)C.Cl[C:28]([O:30][CH2:31][C:32]1[CH:37]=[CH:36][CH:35]=[CH:34][CH:33]=1)=[O:29].C1(C2C3OC(CNC(=O)OCC4C=CC=CC=4)CC=3C=CC=2)CCCC1, predict the reaction product. The product is: [CH2:31]([O:30][C:28](=[O:29])[NH:17][CH2:16][CH:13]1[CH2:12][C:11]2[CH:10]=[CH:9][CH:8]=[C:7]([C:3]3[CH:2]=[N:1][CH:6]=[CH:5][CH:4]=3)[C:15]=2[O:14]1)[C:32]1[CH:37]=[CH:36][CH:35]=[CH:34][CH:33]=1. (5) Given the reactants [CH:10]1(N=C=N[CH:10]2[CH2:15][CH2:14][CH2:13][CH2:12][CH2:11]2)[CH2:15][CH2:14][CH2:13][CH2:12][CH2:11]1.[NH:16]1[C:24]2[C:19](=[N:20][CH:21]=[CH:22][CH:23]=2)[C:18]([NH:25][CH2:26][C:27]([O:29][CH2:30][CH3:31])=[O:28])=[CH:17]1.[CH2:32]([O:39][C:40]([N:42]1[CH2:47][CH2:46][CH2:45][CH2:44][CH:43]1[C:48]([OH:50])=O)=[O:41])[C:33]1[CH:38]=[CH:37][CH:36]=[CH:35][CH:34]=1, predict the reaction product. The product is: [CH2:32]([O:39][C:40]([N:42]1[CH2:47][CH2:46][CH2:45][CH2:44][CH:43]1[C:48]([N:25]([C:18]1[C:19]2=[N:20][CH:21]=[CH:22][CH:23]=[C:24]2[N:16]([C:48]([CH:43]2[CH2:44][CH2:45][CH2:46][CH2:47][N:42]2[C:40]([O:39][CH2:32][C:10]2[CH:11]=[CH:12][CH:13]=[CH:14][CH:15]=2)=[O:41])=[O:50])[CH:17]=1)[CH2:26][C:27]([O:29][CH2:30][CH3:31])=[O:28])=[O:50])=[O:41])[C:33]1[CH:34]=[CH:35][CH:36]=[CH:37][CH:38]=1. (6) The product is: [CH2:8]([Si:3]([CH2:6][CH3:7])([CH2:4][CH3:5])[C:1]#[C:2][CH2:19][C@H:18]1[CH2:20][O:42][CH2:15][CH2:16][N:17]1[C:32]([O:34][C:35]([CH3:36])([CH3:37])[CH3:38])=[O:33])[CH3:9]. Given the reactants [CH2:1]([Si:3]([C:8]#[CH:9])([CH2:6][CH3:7])[CH2:4][CH3:5])[CH3:2].C([Li])CCC.[CH3:15][CH2:16][N:17](C(C)C)[CH:18]([CH3:20])[CH3:19].[C:32](O[C:32]([O:34][C:35]([CH3:38])([CH3:37])[CH3:36])=[O:33])([O:34][C:35]([CH3:38])([CH3:37])[CH3:36])=[O:33].C1C[O:42]CC1, predict the reaction product. (7) Given the reactants CS(Cl)(=O)=O.[Cl:6][C:7]1[CH:11]=[C:10]([C:12]([OH:14])=O)[N:9]([C:15]2[C:20]([Cl:21])=[CH:19][CH:18]=[CH:17][N:16]=2)[N:8]=1.C(N(CC)CC)C.[NH2:29][C:30]1[C:38]([CH3:39])=[CH:37][C:36]([I:40])=[CH:35][C:31]=1[C:32](O)=[O:33], predict the reaction product. The product is: [Cl:6][C:7]1[CH:11]=[C:10]([C:12]2[O:14][C:32](=[O:33])[C:31]3[CH:35]=[C:36]([I:40])[CH:37]=[C:38]([CH3:39])[C:30]=3[N:29]=2)[N:9]([C:15]2[C:20]([Cl:21])=[CH:19][CH:18]=[CH:17][N:16]=2)[N:8]=1. (8) Given the reactants [NH2:1][C:2]1[CH:23]=[CH:22][C:5]([O:6][C:7]2[CH:8]=[CH:9][C:10]3[N:11]([CH:13]=[C:14]([NH:16][C:17]([CH:19]4[CH2:21][CH2:20]4)=[O:18])[N:15]=3)[CH:12]=2)=[C:4]([F:24])[CH:3]=1.[F:25][C:26]1[CH:31]=[CH:30][C:29]([N:32]2[C:37]([CH3:38])=[CH:36][C:35]([CH3:39])=[C:34]([C:40](O)=[O:41])[C:33]2=[O:43])=[CH:28][CH:27]=1.C(N(CC)C(C)C)(C)C.CN(C(ON1N=NC2C=CC=NC1=2)=[N+](C)C)C.F[P-](F)(F)(F)(F)F.C(=O)([O-])O.[Na+], predict the reaction product. The product is: [CH:19]1([C:17]([NH:16][C:14]2[N:15]=[C:10]3[CH:9]=[CH:8][C:7]([O:6][C:5]4[CH:22]=[CH:23][C:2]([NH:1][C:40]([C:34]5[C:33](=[O:43])[N:32]([C:29]6[CH:28]=[CH:27][C:26]([F:25])=[CH:31][CH:30]=6)[C:37]([CH3:38])=[CH:36][C:35]=5[CH3:39])=[O:41])=[CH:3][C:4]=4[F:24])=[CH:12][N:11]3[CH:13]=2)=[O:18])[CH2:21][CH2:20]1. (9) Given the reactants [C:1]([O:5][C:6]([NH:8][C@@H:9]([CH:13]([CH3:15])[CH3:14])[C:10]([OH:12])=O)=[O:7])([CH3:4])([CH3:3])[CH3:2].CN(C(ON1N=NC2C=CC=CC1=2)=[N+](C)C)C.[B-](F)(F)(F)F.Cl.[F:39][C:40]1([F:45])[CH2:44][CH2:43][NH:42][CH2:41]1, predict the reaction product. The product is: [F:39][C:40]1([F:45])[CH2:44][CH2:43][N:42]([C:10](=[O:12])[C@@H:9]([NH:8][C:6](=[O:7])[O:5][C:1]([CH3:2])([CH3:3])[CH3:4])[CH:13]([CH3:15])[CH3:14])[CH2:41]1.